Task: Predict the product of the given reaction.. Dataset: Forward reaction prediction with 1.9M reactions from USPTO patents (1976-2016) (1) Given the reactants [OH:1][CH2:2][CH2:3][C:4]1[CH:9]=[CH:8][C:7]([OH:10])=[CH:6][CH:5]=1.C(=O)([O-])[O-].[K+].[K+].Br[CH2:18][CH2:19][CH2:20][Cl:21], predict the reaction product. The product is: [Cl:21][CH2:20][CH2:19][CH2:18][O:10][C:7]1[CH:8]=[CH:9][C:4]([CH2:3][CH2:2][OH:1])=[CH:5][CH:6]=1. (2) Given the reactants [CH3:1][O:2][C:3]1[CH:11]=[CH:10][CH:9]=[C:8]2[C:4]=1[CH2:5][C:6](=[O:12])[NH:7]2.[CH3:13]N(C)CCN(C)C.[Li+].CCC[CH2-].IC.Cl.[Cl-].[Na+], predict the reaction product. The product is: [CH3:1][O:2][C:3]1[CH:11]=[CH:10][CH:9]=[C:8]2[C:4]=1[CH:5]([CH3:13])[C:6](=[O:12])[NH:7]2. (3) Given the reactants [NH2:1][CH2:2][CH2:3][N:4]1[C:8](=[O:9])/[C:7](=[CH:10]/[C:11]2[CH:12]=[C:13]3[C:17](=[CH:18][CH:19]=2)[N:16]([CH2:20][C:21]2[CH:26]=[CH:25][C:24]([Cl:27])=[CH:23][C:22]=2[C:28]([F:31])([F:30])[F:29])[N:15]=[CH:14]3)/[S:6][C:5]1=[O:32].Cl[S:34]([C:37]1[O:41][C:40]([C:42]([O:44][CH3:45])=[O:43])=[CH:39][CH:38]=1)(=[O:36])=[O:35], predict the reaction product. The product is: [Cl:27][C:24]1[CH:25]=[CH:26][C:21]([CH2:20][N:16]2[C:17]3[C:13](=[CH:12][C:11](/[CH:10]=[C:7]4/[C:8](=[O:9])[N:4]([CH2:3][CH2:2][NH:1][S:34]([C:37]5[O:41][C:40]([C:42]([O:44][CH3:45])=[O:43])=[CH:39][CH:38]=5)(=[O:35])=[O:36])[C:5](=[O:32])[S:6]/4)=[CH:19][CH:18]=3)[CH:14]=[N:15]2)=[C:22]([C:28]([F:30])([F:29])[F:31])[CH:23]=1. (4) Given the reactants Br[CH2:2][C:3]1[C:12]2[C:7](=[CH:8][CH:9]=[CH:10][CH:11]=2)[N:6]=[C:5]([O:13][CH3:14])[CH:4]=1.COC1C=CC2N=CC=C([C@@H](O)[C@H]3N4C[C@H](C=C)[C@@H](CC4)C3)C=2C=1.C(OC(C)C)(C)C, predict the reaction product. The product is: [CH3:14][O:13][C:5]1[CH:4]=[C:3]([CH3:2])[C:12]2[C:7](=[CH:8][CH:9]=[CH:10][CH:11]=2)[N:6]=1. (5) Given the reactants [C:1]([O:5][C:6]([N:8]1[CH2:11][CH2:10][C@H:9]1[CH2:12][O:13][C:14]1[CH:15]=[C:16]([CH2:20][CH2:21][C:22]2[CH:23]=[C:24]([CH2:28][N:29]=[N+]=[N-])[CH:25]=[CH:26][CH:27]=2)[CH:17]=[N:18][CH:19]=1)=[O:7])([CH3:4])([CH3:3])[CH3:2], predict the reaction product. The product is: [C:1]([O:5][C:6]([N:8]1[CH2:11][CH2:10][C@H:9]1[CH2:12][O:13][C:14]1[CH:15]=[C:16]([CH2:20][CH2:21][C:22]2[CH:23]=[C:24]([CH2:28][NH2:29])[CH:25]=[CH:26][CH:27]=2)[CH:17]=[N:18][CH:19]=1)=[O:7])([CH3:4])([CH3:2])[CH3:3].